From a dataset of Forward reaction prediction with 1.9M reactions from USPTO patents (1976-2016). Predict the product of the given reaction. (1) Given the reactants Cl.[NH:2]1[CH2:7][CH2:6][CH:5]([C:8]([C:10]2[C:11]3[CH:18]=[CH:17][NH:16][C:12]=3[N:13]=[CH:14][N:15]=2)=[O:9])[CH2:4][CH2:3]1.[F:19][C:20]([F:30])([F:29])[C:21]1[CH:28]=[CH:27][C:24]([CH2:25]Br)=[CH:23][CH:22]=1.C(N(CC)C(C)C)(C)C.[Cl-].[NH4+], predict the reaction product. The product is: [N:13]1[C:12]2[NH:16][CH:17]=[CH:18][C:11]=2[C:10]([C:8]([CH:5]2[CH2:6][CH2:7][N:2]([CH2:25][C:24]3[CH:23]=[CH:22][C:21]([C:20]([F:19])([F:29])[F:30])=[CH:28][CH:27]=3)[CH2:3][CH2:4]2)=[O:9])=[N:15][CH:14]=1. (2) Given the reactants [CH2:1]([O:8][C:9]1[CH:16]=[CH:15][C:12]([CH:13]=[O:14])=[CH:11][C:10]=1[OH:17])[C:2]1[CH:7]=[CH:6][CH:5]=[CH:4][CH:3]=1.C([O-])([O-])=O.[K+].[K+].Br[CH2:25][CH:26]1[CH2:28][CH2:27]1, predict the reaction product. The product is: [CH2:1]([O:8][C:9]1[CH:16]=[CH:15][C:12]([CH:13]=[O:14])=[CH:11][C:10]=1[O:17][CH2:25][CH:26]1[CH2:28][CH2:27]1)[C:2]1[CH:3]=[CH:4][CH:5]=[CH:6][CH:7]=1. (3) Given the reactants [OH:1][C@@H:2]([C@H:4]1[C:25](=[O:26])[N:6]2[C@@H:7]([C:12]([O:14][CH2:15][C:16]3[CH:21]=[CH:20][C:19]([N+:22]([O-:24])=[O:23])=[CH:18][CH:17]=3)=[O:13])[C:8](=O)[C@H:9]([CH3:10])[C@H:5]12)[CH3:3].[CH3:27][S:28][C:29]1[CH:30]=[C:31]([C:35]([C:37]2[N:38]=[CH:39][N:40]3[CH:44]=[C:43]([Sn](CCCC)(CCCC)CCCC)[S:42][C:41]=23)=[O:36])[CH:32]=[N:33][CH:34]=1, predict the reaction product. The product is: [OH:1][C@@H:2]([C@H:4]1[C:25](=[O:26])[N:6]2[C:7]([C:12]([O:14][CH2:15][C:16]3[CH:21]=[CH:20][C:19]([N+:22]([O-:24])=[O:23])=[CH:18][CH:17]=3)=[O:13])=[C:8]([C:43]3[S:42][C:41]4=[C:37]([C:35]([C:31]5[CH:32]=[N:33][CH:34]=[C:29]([S:28][CH3:27])[CH:30]=5)=[O:36])[N:38]=[CH:39][N:40]4[CH:44]=3)[C@H:9]([CH3:10])[C@H:5]12)[CH3:3]. (4) Given the reactants [CH3:1][O:2][P:3](/[C:7](=[CH:12]/[O:13]C)/[C:8](OC)=O)([O:5][CH3:6])=[O:4].COP(/C(=C\OC)/C(OC)=O)(OC)=O.COC(=O)C(P(OC)(OC)=O)=COC.Cl.[Cl:44][C:45]1[CH:50]=[CH:49][C:48]([NH:51][NH2:52])=[CH:47][CH:46]=1.C(=O)([O-])[O-].[K+].[K+], predict the reaction product. The product is: [Cl:44][C:45]1[CH:50]=[CH:49][C:48]([N:51]2[C:12]([OH:13])=[C:7]([P:3](=[O:4])([O:5][CH3:6])[O:2][CH3:1])[CH:8]=[N:52]2)=[CH:47][CH:46]=1. (5) Given the reactants [Cl:1][C:2]1[CH:7]=[CH:6][C:5]([C:8]2[CH:13]=[C:12]([C:14]([F:17])([F:16])[F:15])[N:11]3[N:18]=[CH:19][C:20]([C:21]([OH:23])=O)=[C:10]3[N:9]=2)=[CH:4][C:3]=1[CH3:24].[N:25]1([S:31]([C:34]2[CH:35]=[C:36]([NH2:40])[CH:37]=[CH:38][CH:39]=2)(=[O:33])=[O:32])[CH2:30][CH2:29][O:28][CH2:27][CH2:26]1, predict the reaction product. The product is: [N:25]1([S:31]([C:34]2[CH:35]=[C:36]([NH:40][C:21]([C:20]3[CH:19]=[N:18][N:11]4[C:12]([C:14]([F:16])([F:15])[F:17])=[CH:13][C:8]([C:5]5[CH:6]=[CH:7][C:2]([Cl:1])=[C:3]([CH3:24])[CH:4]=5)=[N:9][C:10]=34)=[O:23])[CH:37]=[CH:38][CH:39]=2)(=[O:33])=[O:32])[CH2:26][CH2:27][O:28][CH2:29][CH2:30]1. (6) Given the reactants [C:1]([O:5][C:6]([N:8]([C:33]([O:35][C:36]([CH3:39])([CH3:38])[CH3:37])=[O:34])[C@@H:9]([C:23](OCC1C=CC=CC=1)=[O:24])[CH2:10][CH2:11][CH:12]([C:15]1[CH:20]=[CH:19][CH:18]=[C:17]([Cl:21])[C:16]=1[Cl:22])[CH2:13][NH2:14])=[O:7])([CH3:4])([CH3:3])[CH3:2].[OH-].[Na+].Cl.C(Cl)CCl.C1C=NC2N(O)N=NC=2C=1.C(N(CC)CC)C.C([O-])(O)=O.[Na+], predict the reaction product. The product is: [Cl:22][C:16]1[C:17]([Cl:21])=[CH:18][CH:19]=[CH:20][C:15]=1[CH:12]1[CH2:13][NH:14][C:23](=[O:24])[C@H:9]([N:8]([C:33]([O:35][C:36]([CH3:39])([CH3:37])[CH3:38])=[O:34])[C:6]([O:5][C:1]([CH3:2])([CH3:3])[CH3:4])=[O:7])[CH2:10][CH2:11]1.